This data is from Full USPTO retrosynthesis dataset with 1.9M reactions from patents (1976-2016). The task is: Predict the reactants needed to synthesize the given product. (1) Given the product [CH3:1][C:2]1[N:3]=[CH:4][C:5]([CH2:8][CH2:9][N:10]([C:13]2[CH:14]=[CH:15][C:16]([CH3:19])=[CH:17][CH:18]=2)[NH2:11])=[CH:6][CH:7]=1, predict the reactants needed to synthesize it. The reactants are: [CH3:1][C:2]1[CH:7]=[CH:6][C:5]([CH2:8][CH2:9][N:10]([C:13]2[CH:18]=[CH:17][C:16]([CH3:19])=[CH:15][CH:14]=2)[N:11]=O)=[CH:4][N:3]=1.[H-].[H-].[H-].[H-].[Li+].[Al+3]. (2) Given the product [NH2:21][CH:18]1[CH2:17][CH2:16][N:15]([CH2:14][CH2:13][N:8]2[C:7]3[CH:29]=[C:3]([O:2][CH3:1])[CH:4]=[CH:5][C:6]=3[S:11][CH2:10][C:9]2=[O:12])[CH2:20][CH2:19]1, predict the reactants needed to synthesize it. The reactants are: [CH3:1][O:2][C:3]1[CH:4]=[CH:5][C:6]2[S:11][CH2:10][C:9](=[O:12])[N:8]([CH2:13][CH2:14][N:15]3[CH2:20][CH2:19][CH:18]([NH:21]C(=O)OC(C)(C)C)[CH2:17][CH2:16]3)[C:7]=2[CH:29]=1.NC1CCN(CCN2C3C(=CC=C(C#N)C=3)C=CC2=O)CC1. (3) Given the product [C:4]([C:3]1[CH:6]=[C:7]([CH:8]=[CH:9][C:2]=1[F:1])[C:10]([OH:13])=[O:11])#[N:5], predict the reactants needed to synthesize it. The reactants are: [F:1][C:2]1[CH:9]=[CH:8][C:7]([CH:10]=[O:11])=[CH:6][C:3]=1[C:4]#[N:5].Cl([O-])=[O:13].[Na+].O.O.P([O-])([O-])(O)=O.[Na+].[Na+].Cl. (4) Given the product [F:31][C:32]([F:37])([F:36])[C:33]([OH:35])=[O:34].[CH3:30][CH:18]1[N:17]2[C:22]([CH2:23][O:24][C:25]3[C:16]2=[CH:15][C:14]([CH:11]2[CH2:12][CH2:13][NH:8][CH2:9][CH2:10]2)=[C:27]([CH3:28])[CH:26]=3)=[N:21][NH:20][C:19]1=[O:29], predict the reactants needed to synthesize it. The reactants are: C(OC([N:8]1[CH2:13][CH2:12][CH:11]([C:14]2[CH:15]=[C:16]3[C:25](=[CH:26][C:27]=2[CH3:28])[O:24][CH2:23][C:22]2[N:17]3[CH:18]([CH3:30])[C:19](=[O:29])[NH:20][N:21]=2)[CH2:10][CH2:9]1)=O)(C)(C)C.[F:31][C:32]([F:37])([F:36])[C:33]([OH:35])=[O:34]. (5) Given the product [CH2:6]([O:13][C:14]1[CH:19]=[CH:18][C:17]([N:20]2[CH:24]=[C:23]([CH:25]=[O:26])[CH:22]=[N:21]2)=[CH:16][CH:15]=1)[C:7]1[CH:8]=[CH:9][CH:10]=[CH:11][CH:12]=1, predict the reactants needed to synthesize it. The reactants are: P(Cl)(Cl)(Cl)=O.[CH2:6]([O:13][C:14]1[CH:19]=[CH:18][C:17]([N:20]2[CH:24]=[CH:23][CH:22]=[N:21]2)=[CH:16][CH:15]=1)[C:7]1[CH:12]=[CH:11][CH:10]=[CH:9][CH:8]=1.[C:25]([O-])(O)=[O:26].[Na+]. (6) Given the product [Br:1][C:2]([CH3:24])([CH3:23])[C:3]([O:5][CH2:6][CH2:7][O:8][C:9](=[O:22])[C:10]1[CH:15]=[C:14]([NH2:16])[CH:13]=[C:12]([NH2:19])[CH:11]=1)=[O:4], predict the reactants needed to synthesize it. The reactants are: [Br:1][C:2]([CH3:24])([CH3:23])[C:3]([O:5][CH2:6][CH2:7][O:8][C:9](=[O:22])[C:10]1[CH:15]=[C:14]([N+:16]([O-])=O)[CH:13]=[C:12]([N+:19]([O-])=O)[CH:11]=1)=[O:4].Cl.[Sn](Cl)Cl.[OH-].[K+]. (7) Given the product [O:2]1[B:7]2[O:8][CH2:9][C:10]3[CH2:11][O:12][CH:13]=[CH:14][C:5]([C:6]=32)=[CH:4][CH:3]1[CH2:15][NH:16][C:24](=[O:25])[O:26][C:27]([CH3:30])([CH3:29])[CH3:28], predict the reactants needed to synthesize it. The reactants are: Cl.[O:2]1[B:7]2[O:8][CH2:9][C:10]3[CH2:11][O:12][CH:13]=[CH:14][C:5]([C:6]=32)=[CH:4][CH:3]1[CH2:15][NH2:16].C(N(CC)CC)C.[C:24](O[C:24]([O:26][C:27]([CH3:30])([CH3:29])[CH3:28])=[O:25])([O:26][C:27]([CH3:30])([CH3:29])[CH3:28])=[O:25]. (8) Given the product [C:11]([C:8]1[CH:9]=[CH:10][C:5]([C:19]#[N:20])=[CH:6][CH:7]=1)(=[O:12])[C:13]1[CH:18]=[CH:17][CH:16]=[CH:15][CH:14]=1, predict the reactants needed to synthesize it. The reactants are: [C-]#N.[Na+].Br[C:5]1[CH:10]=[CH:9][C:8]([C:11]([C:13]2[CH:18]=[CH:17][CH:16]=[CH:15][CH:14]=2)=[O:12])=[CH:7][CH:6]=1.[CH3:19][NH:20]CCNC.[OH-].[NH4+]. (9) Given the product [Cl:23][C:20]1[CH:19]=[CH:18][C:17]([C@H:16]2[N:11]3[C:12]([S:13][C:9]([C:7]([N:6]([CH2:5][C@@H:2]4[CH2:3][CH2:4][N:1]4[CH2:39][CH2:38][OH:40])[CH:35]([CH3:37])[CH3:36])=[O:8])=[C:10]3[CH:32]([CH3:33])[CH3:34])=[N:14][C@:15]2([C:25]2[CH:26]=[CH:27][C:28]([Cl:31])=[CH:29][CH:30]=2)[CH3:24])=[CH:22][CH:21]=1, predict the reactants needed to synthesize it. The reactants are: [NH:1]1[CH2:4][CH2:3][C@H:2]1[CH2:5][N:6]([CH:35]([CH3:37])[CH3:36])[C:7]([C:9]1[S:13][C:12]2=[N:14][C@:15]([C:25]3[CH:30]=[CH:29][C:28]([Cl:31])=[CH:27][CH:26]=3)([CH3:24])[C@@H:16]([C:17]3[CH:22]=[CH:21][C:20]([Cl:23])=[CH:19][CH:18]=3)[N:11]2[C:10]=1[CH:32]([CH3:34])[CH3:33])=[O:8].[CH:38](=[O:40])[CH3:39]. (10) Given the product [C:2]1([C:26]2[CH:31]=[CH:30][CH:29]=[CH:28][CH:27]=2)[CH:7]=[CH:6][C:5]([S:8]([N:11]2[CH2:25][CH2:24][C:14]3([O:19][CH2:18][C:17](=[O:20])[N:16]([CH:21]4[CH2:23][CH2:22]4)[CH2:15]3)[CH2:13][CH2:12]2)(=[O:10])=[O:9])=[CH:4][CH:3]=1, predict the reactants needed to synthesize it. The reactants are: Br[C:2]1[CH:7]=[CH:6][C:5]([S:8]([N:11]2[CH2:25][CH2:24][C:14]3([O:19][CH2:18][C:17](=[O:20])[N:16]([CH:21]4[CH2:23][CH2:22]4)[CH2:15]3)[CH2:13][CH2:12]2)(=[O:10])=[O:9])=[CH:4][CH:3]=1.[C:26]1(B(O)O)[CH:31]=[CH:30][CH:29]=[CH:28][CH:27]=1.C(=O)([O-])[O-].[K+].[K+].